This data is from Full USPTO retrosynthesis dataset with 1.9M reactions from patents (1976-2016). The task is: Predict the reactants needed to synthesize the given product. (1) The reactants are: [Cl:1][C:2]1[CH:3]=[C:4]([CH:34]=[CH:35][CH:36]=1)[O:5][C@H:6]1[C@H:14]([CH3:15])[O:13][C:12](=[O:16])[C@@H:11]([NH:17][C:18](=[O:28])[C:19]2[C:24]([OH:25])=[C:23]([O:26][CH3:27])[CH:22]=[CH:21][N:20]=2)[CH2:10][O:9][CH2:8][C@@H:7]1[O:29][CH2:30][CH:31]([CH3:33])[CH3:32].C([O-])([O-])=O.[Na+].[Na+].[Na+].[I-].[CH2:45]([O:47][CH2:48][C:49]([O:51][CH2:52]Cl)=[O:50])[CH3:46]. Given the product [CH2:45]([O:47][CH2:48][C:49]([O:51][CH2:52][O:25][C:24]1[C:19]([C:18](=[O:28])[NH:17][C@H:11]2[CH2:10][O:9][CH2:8][C@H:7]([O:29][CH2:30][CH:31]([CH3:32])[CH3:33])[C@@H:6]([O:5][C:4]3[CH:34]=[CH:35][CH:36]=[C:2]([Cl:1])[CH:3]=3)[C@H:14]([CH3:15])[O:13][C:12]2=[O:16])=[N:20][CH:21]=[CH:22][C:23]=1[O:26][CH3:27])=[O:50])[CH3:46], predict the reactants needed to synthesize it. (2) Given the product [CH2:21]([S:25]([C:28]1[S:32][C:31]([N:33]2[CH2:38][CH2:37][N:36]([C:10]([C:9]3[CH:13]=[C:5]([S:2]([CH3:1])(=[O:3])=[O:4])[CH:6]=[CH:7][C:8]=3[N:14]3[CH2:19][CH2:18][O:17][CH2:16][CH2:15]3)=[O:12])[CH2:35][CH2:34]2)=[N:30][CH:29]=1)(=[O:27])=[O:26])[CH2:22][CH2:23][CH3:24], predict the reactants needed to synthesize it. The reactants are: [CH3:1][S:2]([C:5]1[CH:6]=[CH:7][C:8]([N:14]2[CH2:19][CH2:18][O:17][CH2:16][CH2:15]2)=[C:9]([CH:13]=1)[C:10]([OH:12])=O)(=[O:4])=[O:3].Cl.[CH2:21]([S:25]([C:28]1[S:32][C:31]([N:33]2[CH2:38][CH2:37][NH:36][CH2:35][CH2:34]2)=[N:30][CH:29]=1)(=[O:27])=[O:26])[CH2:22][CH2:23][CH3:24]. (3) Given the product [CH3:21][O:20][CH2:19][CH2:18][O:17][CH2:16][CH2:15][N:14]1[C:13]2[CH:22]=[CH:23][CH:24]=[CH:25][C:12]=2[N:11]=[C:10]1[N:3]1[CH2:9][CH2:8][CH2:7][N:6]([CH2:53][CH2:52][C@:43]2([C:46]3[CH:51]=[CH:50][CH:49]=[CH:48][CH:47]=3)[CH2:44][CH2:45][N:41]([C:39]([C:29]3[CH:30]=[C:31]([N:34]4[CH:38]=[N:37][N:36]=[N:35]4)[CH:32]=[CH:33][C:28]=3[O:27][CH3:26])=[O:40])[CH2:42]2)[CH2:5][CH2:4]1, predict the reactants needed to synthesize it. The reactants are: I.I.[N:3]1([C:10]2[N:14]([CH2:15][CH2:16][O:17][CH2:18][CH2:19][O:20][CH3:21])[C:13]3[CH:22]=[CH:23][CH:24]=[CH:25][C:12]=3[N:11]=2)[CH2:9][CH2:8][CH2:7][NH:6][CH2:5][CH2:4]1.[CH3:26][O:27][C:28]1[CH:33]=[CH:32][C:31]([N:34]2[CH:38]=[N:37][N:36]=[N:35]2)=[CH:30][C:29]=1[C:39]([N:41]1[CH2:45][CH2:44][C@:43]([CH2:52][CH2:53]OS(C)(=O)=O)([C:46]2[CH:51]=[CH:50][CH:49]=[CH:48][CH:47]=2)[CH2:42]1)=[O:40].C(N(CC)CC)C. (4) Given the product [Cl:34][C:35]1[CH:42]=[C:41]([C:43]2[CH:48]=[CH:47][C:46]([Cl:49])=[CH:45][CH:44]=2)[CH:40]=[CH:39][C:36]=1/[CH:37]=[CH:2]/[O:3][CH3:4], predict the reactants needed to synthesize it. The reactants are: [Cl-].[CH3:2][O:3][CH2:4][P+](C1C=CC=CC=1)(C1C=CC=CC=1)C1C=CC=CC=1.[Li+].C[Si]([N-][Si](C)(C)C)(C)C.[Cl:34][C:35]1[CH:42]=[C:41]([C:43]2[CH:48]=[CH:47][C:46]([Cl:49])=[CH:45][CH:44]=2)[CH:40]=[CH:39][C:36]=1[CH:37]=O.[NH4+].[Cl-].